Dataset: Retrosynthesis with 50K atom-mapped reactions and 10 reaction types from USPTO. Task: Predict the reactants needed to synthesize the given product. (1) The reactants are: CCCC(=O)Cl.Nc1n[nH]c2c(F)c(Br)c(F)c(F)c12. Given the product CCCC(=O)Nc1n[nH]c2c(F)c(Br)c(F)c(F)c12, predict the reactants needed to synthesize it. (2) Given the product CN(C)C1CN(c2ncc(C(=O)Nc3ccc(OC(F)(F)F)cc3)cc2-c2cncc(F)c2)C1, predict the reactants needed to synthesize it. The reactants are: CN(C)C1CNC1.O=C(Nc1ccc(OC(F)(F)F)cc1)c1cnc(Cl)c(-c2cncc(F)c2)c1. (3) Given the product C#CCC(C)CCOS(C)(=O)=O, predict the reactants needed to synthesize it. The reactants are: C#CCC(C)CCO.CS(=O)(=O)Cl.